From a dataset of Reaction yield outcomes from USPTO patents with 853,638 reactions. Predict the reaction yield, written as a fraction of the theoretical maximum amount of product (1.0 means a 100% yield; for example, 0.34 means a 34% yield). (1) The product is [N+:1]([C:4]1[CH:5]=[C:6]([CH:11]=[C:12]([C:14]([F:17])([F:16])[F:15])[CH:13]=1)[C:7]([NH:19][NH2:20])=[O:8])([O-:3])=[O:2]. The yield is 0.900. The catalyst is CO. The reactants are [N+:1]([C:4]1[CH:5]=[C:6]([CH:11]=[C:12]([C:14]([F:17])([F:16])[F:15])[CH:13]=1)[C:7](OC)=[O:8])([O-:3])=[O:2].O.[NH2:19][NH2:20]. (2) The reactants are [Cl:1][C:2]1[CH:3]=[C:4]([NH2:18])[C:5]([NH2:17])=[CH:6][C:7]=1[O:8][C:9]1[CH:14]=[CH:13][C:12]([F:15])=[CH:11][C:10]=1[F:16].O.C(=O)(O)[O-].[Na+].[F:25][C:26]([F:37])([F:36])[C:27]([F:35])([F:34])[C:28]([F:33])([F:32])[C:29](O)=O. No catalyst specified. The product is [Cl:1][C:2]1[C:7]([O:8][C:9]2[CH:14]=[CH:13][C:12]([F:15])=[CH:11][C:10]=2[F:16])=[CH:6][C:5]2[NH:17][C:29]([C:28]([F:32])([F:33])[C:27]([F:34])([F:35])[C:26]([F:37])([F:36])[F:25])=[N:18][C:4]=2[CH:3]=1. The yield is 0.210.